From a dataset of Reaction yield outcomes from USPTO patents with 853,638 reactions. Predict the reaction yield, written as a fraction of the theoretical maximum amount of product (1.0 means a 100% yield; for example, 0.34 means a 34% yield). (1) The reactants are [CH2:1]([O:8][CH:9]1[CH:16]2[CH:12]([O:13][C:14]([CH3:18])([CH3:17])[O:15]2)[O:11][C:10]1([CH2:38][OH:39])[C:19]([C:32]1[CH:37]=[CH:36][CH:35]=[CH:34][CH:33]=1)([C:26]1[CH:31]=[CH:30][CH:29]=[CH:28][CH:27]=1)[O:20][SiH2:21][C:22]([CH3:25])([CH3:24])[CH3:23])[C:2]1[CH:7]=[CH:6][CH:5]=[CH:4][CH:3]=1.CC(OI1(OC(C)=O)(OC(C)=O)OC(=O)C2C=CC=CC1=2)=O. The catalyst is C(Cl)Cl. The product is [CH2:1]([O:8][CH:9]1[CH:16]2[CH:12]([O:13][C:14]([CH3:17])([CH3:18])[O:15]2)[O:11][C:10]1([C:19]([C:26]1[CH:27]=[CH:28][CH:29]=[CH:30][CH:31]=1)([C:32]1[CH:37]=[CH:36][CH:35]=[CH:34][CH:33]=1)[O:20][SiH2:21][C:22]([CH3:25])([CH3:24])[CH3:23])[CH:38]=[O:39])[C:2]1[CH:3]=[CH:4][CH:5]=[CH:6][CH:7]=1. The yield is 0.960. (2) The yield is 0.620. The product is [CH:1]1([C:7]2[NH:11][C:10](=[O:12])[C:9]3([CH2:17][CH2:16][N:15]([S:18]([CH2:21][CH:48]([C:43]4[CH:44]=[CH:45][CH:46]=[C:47]5[C:42]=4[CH:41]=[CH:40][N:39]5[CH2:38][C@H:36]4[CH2:35][O:34][C:33]([CH3:50])([CH3:32])[O:37]4)[OH:49])(=[O:20])=[O:19])[CH2:14][CH2:13]3)[N:8]=2)[CH2:2][CH2:3][CH2:4][CH2:5][CH2:6]1. The reactants are [CH:1]1([C:7]2[NH:11][C:10](=[O:12])[C:9]3([CH2:17][CH2:16][N:15]([S:18]([CH3:21])(=[O:20])=[O:19])[CH2:14][CH2:13]3)[N:8]=2)[CH2:6][CH2:5][CH2:4][CH2:3][CH2:2]1.C[Si](C)(C)[N-][Si](C)(C)C.[Li+].[CH3:32][C:33]1([CH3:50])[O:37][C@@H:36]([CH2:38][N:39]2[C:47]3[CH:46]=[CH:45][CH:44]=[C:43]([CH:48]=[O:49])[C:42]=3[CH:41]=[CH:40]2)[CH2:35][O:34]1.O. The catalyst is CN1CCCN(C)C1=O.O1CCCC1. (3) The reactants are [O:1]1[CH2:5][CH2:4][CH:3]([OH:6])[CH2:2]1.[CH3:7][C:8]1[CH:13]=[CH:12][C:11]([S:14](Cl)(=[O:16])=[O:15])=[CH:10][CH:9]=1.C(N(CC)CC)C. The catalyst is ClCCl. The product is [CH3:7][C:8]1[CH:13]=[CH:12][C:11]([S:14]([O:6][CH:3]2[CH2:4][CH2:5][O:1][CH2:2]2)(=[O:16])=[O:15])=[CH:10][CH:9]=1. The yield is 0.910.